This data is from Aqueous solubility values for 9,982 compounds from the AqSolDB database. The task is: Regression/Classification. Given a drug SMILES string, predict its absorption, distribution, metabolism, or excretion properties. Task type varies by dataset: regression for continuous measurements (e.g., permeability, clearance, half-life) or binary classification for categorical outcomes (e.g., BBB penetration, CYP inhibition). For this dataset (solubility_aqsoldb), we predict Y. The drug is CC(=O)Nc1ccc(N)cc1. The Y is -0.980 log mol/L.